From a dataset of Reaction yield outcomes from USPTO patents with 853,638 reactions. Predict the reaction yield, written as a fraction of the theoretical maximum amount of product (1.0 means a 100% yield; for example, 0.34 means a 34% yield). The yield is 0.502. The catalyst is C1COCC1. The product is [F:1][C:2]1[CH:3]=[C:4]([C:9]2[CH:14]=[CH:13][C:12]([C:15]3[C:24]4[C:19](=[CH:20][C:21]([S:25]([NH:49][C:47]5[CH:46]=[CH:45][N:44]=[C:43]([CH3:42])[N:48]=5)(=[O:27])=[O:26])=[CH:22][CH:23]=4)[CH:18]=[CH:17][N:16]=3)=[C:11]([O:40][CH3:41])[CH:10]=2)[CH:5]=[C:6]([F:8])[CH:7]=1. The reactants are [F:1][C:2]1[CH:3]=[C:4]([C:9]2[CH:14]=[CH:13][C:12]([C:15]3[C:24]4[C:19](=[CH:20][C:21]([S:25](OC5C(F)=C(F)C(F)=C(F)C=5F)(=[O:27])=[O:26])=[CH:22][CH:23]=4)[CH:18]=[CH:17][N:16]=3)=[C:11]([O:40][CH3:41])[CH:10]=2)[CH:5]=[C:6]([F:8])[CH:7]=1.[CH3:42][C:43]1[N:48]=[C:47]([NH2:49])[CH:46]=[CH:45][N:44]=1.C[Si]([N-][Si](C)(C)C)(C)C.[Li+].